This data is from Forward reaction prediction with 1.9M reactions from USPTO patents (1976-2016). The task is: Predict the product of the given reaction. Given the reactants [Cl:1][C:2]1[CH:7]=[CH:6][C:5]([CH:8]([O:18][CH3:19])[CH2:9][NH:10]C(=O)OC(C)(C)C)=[CH:4][CH:3]=1.FC(F)(F)C(O)=O, predict the reaction product. The product is: [Cl:1][C:2]1[CH:3]=[CH:4][C:5]([CH:8]([O:18][CH3:19])[CH2:9][NH2:10])=[CH:6][CH:7]=1.